Dataset: Orexin1 receptor HTS with 218,158 compounds and 233 confirmed actives. Task: Binary Classification. Given a drug SMILES string, predict its activity (active/inactive) in a high-throughput screening assay against a specified biological target. (1) The compound is Clc1c(c2oc(NCC(C)C)c(n2)C#N)cccc1. The result is 0 (inactive). (2) The drug is Oc1c(nccc1)c1ccc(C(C)(C)C)cc1. The result is 0 (inactive). (3) The molecule is s1c(nnc1NC(=O)CSc1[nH]c(=O)c(c2ccccc2)c(O)n1)CC(C)C. The result is 0 (inactive). (4) The drug is S(=O)(=O)(n1nc(OC(=O)c2cc(OC)c(OC)c(OC)c2)cc1N)c1ccc(F)cc1. The result is 0 (inactive). (5) The drug is s1c2c(CCC2)c2c1nc(SCC(OC)=O)[nH]c2=O. The result is 0 (inactive). (6) The molecule is Clc1c(Cn2nnc3c2nc(nc3Nc2cc(OC)c(OC)cc2)C(C)(C)C)cccc1. The result is 0 (inactive). (7) The compound is S=c1[nH]c(cc(c1C#N)C(OCC)=O)C. The result is 0 (inactive). (8) The drug is s1c(nn2c1=NC(=O)C(/C2=N)=C\c1cc(OC)c(OC(c2ccccc2)C)cc1)CC(=O)N1CCOCC1. The result is 0 (inactive). (9) The drug is S(=O)(=O)(N1CCC(NC(OC(C)C)=O)CC1)c1ccc(cc1)C. The result is 0 (inactive).